This data is from Full USPTO retrosynthesis dataset with 1.9M reactions from patents (1976-2016). The task is: Predict the reactants needed to synthesize the given product. (1) Given the product [CH3:11][O:10][C:4]1[C:5]([NH2:9])=[N:6][C:7]([CH3:8])=[CH:2][N:3]=1, predict the reactants needed to synthesize it. The reactants are: Br[C:2]1[N:3]=[C:4]([O:10][CH3:11])[C:5]([NH2:9])=[N:6][C:7]=1[CH3:8].C([O-])=O.[NH4+]. (2) Given the product [CH3:1][O:2][CH2:3][C@H:4]1[N:8]([C:9]([O:11][CH2:12][C:13]2[CH:14]=[CH:15][CH:16]=[CH:17][CH:18]=2)=[O:10])[CH2:7][C@@H:6]([C:47]#[N:48])[CH2:5]1, predict the reactants needed to synthesize it. The reactants are: [CH3:1][O:2][CH2:3][C@@H:4]1[N:8]([C:9]([O:11][CH2:12][C:13]2[CH:18]=[CH:17][CH:16]=[CH:15][CH:14]=2)=[O:10])[CH2:7][C@@H:6](S(C2C=CC(C)=CC=2)(=O)=O)[CH2:5]1.C1OCCOCCOCCOCCOCCOC1.[C-:47]#[N:48].[K+]. (3) The reactants are: Br[CH:2]([C:16]1[CH:21]=[CH:20][C:19]([Cl:22])=[CH:18][CH:17]=1)[C:3]([C:5]1[CH:6]=[CH:7][C:8]2[O:13][CH2:12][C:11](=[O:14])[NH:10][C:9]=2[CH:15]=1)=O.[NH2:23][C:24]1[CH:29]=[CH:28][CH:27]=[CH:26][C:25]=1[SH:30].C(O)C. Given the product [Cl:22][C:19]1[CH:20]=[CH:21][C:16]([CH:2]2[C:3]([C:5]3[CH:6]=[CH:7][C:8]4[O:13][CH2:12][C:11](=[O:14])[NH:10][C:9]=4[CH:15]=3)=[N:23][C:24]3[CH:29]=[CH:28][CH:27]=[CH:26][C:25]=3[S:30]2)=[CH:17][CH:18]=1, predict the reactants needed to synthesize it. (4) The reactants are: [CH3:1][C:2]1[CH:7]=[C:6]([CH:8]=O)[CH:5]=[C:4]([CH3:10])[N:3]=1.[NH2:11][C:12]1[CH:20]=[C:19]([O:21][CH3:22])[CH:18]=[C:17]([O:23][CH3:24])[C:13]=1[C:14]([NH2:16])=[O:15].S([O-])(O)=O.[Na+].C1(C)C=CC(S(O)(=O)=O)=CC=1. Given the product [CH3:1][C:2]1[CH:7]=[C:6]([C:8]2[NH:16][C:14](=[O:15])[C:13]3[C:12](=[CH:20][C:19]([O:21][CH3:22])=[CH:18][C:17]=3[O:23][CH3:24])[N:11]=2)[CH:5]=[C:4]([CH3:10])[N:3]=1, predict the reactants needed to synthesize it. (5) Given the product [NH2:4][CH2:3][C@@H:2]([OH:1])[CH2:15][N:16]1[CH2:17][CH2:18][N:19]([CH3:22])[CH2:20][CH2:21]1, predict the reactants needed to synthesize it. The reactants are: [OH:1][C@@H:2]([CH2:15][N:16]1[CH2:21][CH2:20][N:19]([CH3:22])[CH2:18][CH2:17]1)[CH2:3][NH:4]C(=O)OCC1C=CC=CC=1.[H][H].